Dataset: Forward reaction prediction with 1.9M reactions from USPTO patents (1976-2016). Task: Predict the product of the given reaction. (1) Given the reactants [NH:1]1[CH:5]=[CH:4][CH:3]=[N:2]1.Cl[CH2:7][C:8](=[O:10])[CH3:9], predict the reaction product. The product is: [N:1]1([CH2:7][C:8](=[O:10])[CH3:9])[CH:5]=[CH:4][CH:3]=[N:2]1. (2) Given the reactants [C:1]([O:5][C:6](=[O:17])[NH:7][C@H:8]1[CH2:13][CH2:12][C@@H:11]([N:14]=[N+:15]=[N-:16])[CH2:10][CH2:9]1)([CH3:4])([CH3:3])[CH3:2].[CH3:18][O:19][C:20](=[O:23])[C:21]#[CH:22].CCN(C(C)C)C(C)C, predict the reaction product. The product is: [CH3:18][O:19][C:20]([C:21]1[N:16]=[N:15][N:14]([C@H:11]2[CH2:12][CH2:13][C@@H:8]([NH:7][C:6]([O:5][C:1]([CH3:4])([CH3:2])[CH3:3])=[O:17])[CH2:9][CH2:10]2)[CH:22]=1)=[O:23]. (3) Given the reactants [C:1]([OH:14])(=[O:13])[CH2:2][CH2:3][CH2:4][CH2:5][CH2:6][CH2:7][CH2:8][CH2:9][CH2:10][CH2:11][CH3:12].[CH3:15]S(O)(=O)=O.[C:20]1([CH3:26])[CH:25]=[CH:24][CH:23]=[CH:22][CH:21]=1, predict the reaction product. The product is: [CH3:12][CH2:11][CH2:10][CH2:9][CH2:8][CH2:7][CH2:6][CH2:5][CH2:4][CH2:3][CH2:2][C:1]([OH:14])=[O:13].[CH2:20]([CH:25]([CH2:24][CH2:23][CH2:22][CH3:21])[CH2:15][O:14][C:1](=[O:13])[CH2:2][CH2:3][CH2:4][CH2:5][CH2:6][CH2:7][CH2:8][CH:9]=[CH2:10])[CH3:26]. (4) Given the reactants C(OC(=O)[NH:7][CH2:8][CH2:9][CH2:10][CH2:11][C@H:12]([NH:27][C:28](=[O:38])[C:29]1[CH:34]=[CH:33][CH:32]=[C:31]([N:35]=[N+:36]=[N-:37])[CH:30]=1)[C:13](=[O:26])[CH2:14][O:15][C:16]1[C:21]([F:22])=[C:20]([F:23])[CH:19]=[C:18]([F:24])[C:17]=1[F:25])(C)(C)C, predict the reaction product. The product is: [NH2:7][CH2:8][CH2:9][CH2:10][CH2:11][C@H:12]([NH:27][C:28](=[O:38])[C:29]1[CH:34]=[CH:33][CH:32]=[C:31]([N:35]=[N+:36]=[N-:37])[CH:30]=1)[C:13](=[O:26])[CH2:14][O:15][C:16]1[C:21]([F:22])=[C:20]([F:23])[CH:19]=[C:18]([F:24])[C:17]=1[F:25]. (5) Given the reactants [NH2:1][C:2]1[CH:3]=[C:4]([CH:8]=[C:9]([F:11])[CH:10]=1)[C:5]([OH:7])=[O:6].S(Cl)(Cl)=O.[CH3:16]O, predict the reaction product. The product is: [CH3:16][O:6][C:5](=[O:7])[C:4]1[CH:8]=[C:9]([F:11])[CH:10]=[C:2]([NH2:1])[CH:3]=1.